This data is from Reaction yield outcomes from USPTO patents with 853,638 reactions. The task is: Predict the reaction yield, written as a fraction of the theoretical maximum amount of product (1.0 means a 100% yield; for example, 0.34 means a 34% yield). (1) The reactants are [Br:1][C:2]1[C:3]([CH3:13])=[CH:4][C:5]([O:11][CH3:12])=[C:6]([CH:10]=1)C(N)=O.C[O-].[Na+].BrBr.[OH-].[K+].C[NH:22]C(=O)[O-]. The catalyst is O.CO. The product is [Br:1][C:2]1[C:3]([CH3:13])=[CH:4][C:5]([O:11][CH3:12])=[C:6]([CH:10]=1)[NH2:22]. The yield is 0.900. (2) The reactants are C[Si]([C:5]#[C:6][C:7]1[CH:8]=[CH:9][C:10]2[N:11]([N:13]=[CH:14][N:15]=2)[CH:12]=1)(C)C.C(=O)([O-])[O-].[K+].[K+]. The catalyst is CO. The product is [C:6]([C:7]1[CH:8]=[CH:9][C:10]2[N:11]([N:13]=[CH:14][N:15]=2)[CH:12]=1)#[CH:5]. The yield is 0.950. (3) The reactants are [CH3:1][N:2]1[CH:6]=[CH:5][CH:4]=[C:3]1[C:7]([OH:9])=O.O[N:11]1[C:15]2[CH:16]=[CH:17][CH:18]=[CH:19][C:14]=2N=N1.C[N:21]([CH3:24])C=O.Cl.CN(C)[CH2:28][CH2:29][CH2:30]N=C=NCC.C(N(CC)CC)C. No catalyst specified. The product is [CH3:1][N:2]1[CH:6]=[CH:5][CH:4]=[C:3]1[C:7]([NH:21][CH2:24][C:18]1[CH:19]=[C:14]2[C:15](=[CH:16][CH:17]=1)[NH:11][C:29]([CH3:30])=[CH:28]2)=[O:9]. The yield is 0.700. (4) The reactants are [CH3:1][S:2]([CH2:5][CH2:6][OH:7])(=[O:4])=[O:3].C(N(CC)CC)C.[CH3:15][S:16](Cl)(=[O:18])=[O:17]. The catalyst is ClCCl. The product is [CH3:1][S:2]([CH2:5][CH2:6][O:7][S:16]([CH3:15])(=[O:18])=[O:17])(=[O:4])=[O:3]. The yield is 0.210. (5) The reactants are [CH2:1]([O:8][C:9]1[CH:10]=[C:11]([CH2:16][C:17]([O-:19])=[O:18])[CH:12]=[C:13]([OH:15])[CH:14]=1)[C:2]1[CH:7]=[CH:6][CH:5]=[CH:4][CH:3]=1.[CH3:20]CN(C(C)C)C(C)C.[S:29](O[S:29]([C:32]([F:35])([F:34])[F:33])(=[O:31])=[O:30])([C:32]([F:35])([F:34])[F:33])(=[O:31])=[O:30]. The catalyst is C(Cl)Cl. The product is [CH2:1]([O:8][C:9]1[CH:10]=[C:11]([CH2:16][C:17]([O:19][CH3:20])=[O:18])[CH:12]=[C:13]([O:15][S:29]([C:32]([F:35])([F:34])[F:33])(=[O:31])=[O:30])[CH:14]=1)[C:2]1[CH:7]=[CH:6][CH:5]=[CH:4][CH:3]=1. The yield is 0.800. (6) The reactants are Br[C:2]1[C:7]([F:8])=[CH:6][CH:5]=[C:4]([CH3:9])[N:3]=1.[F:10][C:11]1[C:16]([O:17][CH3:18])=[CH:15][CH:14]=[C:13]([F:19])[C:12]=1B(O)O. No catalyst specified. The product is [F:10][C:11]1[C:16]([O:17][CH3:18])=[CH:15][CH:14]=[C:13]([F:19])[C:12]=1[C:2]1[C:7]([F:8])=[CH:6][CH:5]=[C:4]([CH3:9])[N:3]=1. The yield is 0.600. (7) The reactants are C([O:3][C:4](=O)[C:5]([CH3:18])([CH3:17])[CH2:6][CH2:7][CH2:8][CH2:9][CH2:10][C:11](=[O:16])[CH2:12][CH2:13][CH2:14][CH3:15])C.[H-].[H-].[H-].[H-].[Li+].[Al+3].O.Cl. The catalyst is CCOCC. The product is [CH3:18][C:5]([CH3:17])([CH2:6][CH2:7][CH2:8][CH2:9][CH2:10][CH:11]([OH:16])[CH2:12][CH2:13][CH2:14][CH3:15])[CH2:4][OH:3]. The yield is 0.810. (8) The reactants are Cl[CH2:2][CH2:3][O:4][C:5]1[CH:6]=[C:7]2[C:12](=[CH:13][C:14]=1[O:15][CH3:16])[N:11]=[C:10]([C:17]1[CH:22]=[CH:21][CH:20]=[C:19]([NH:23][C:24](=[O:32])[CH2:25][N:26]3[CH2:31][CH2:30][O:29][CH2:28][CH2:27]3)[CH:18]=1)[N:9]=[C:8]2[NH:33][C:34]1[CH:35]=[C:36]2[C:40](=[CH:41][CH:42]=1)[N:39]([C:43]([O:45][C:46]([CH3:49])([CH3:48])[CH3:47])=[O:44])[N:38]=[CH:37]2.[NH:50]1[CH2:54][CH2:53][CH2:52][CH2:51]1. The catalyst is CN(C=O)C.C1COCC1. The product is [CH3:16][O:15][C:14]1[CH:13]=[C:12]2[C:7]([C:8]([NH:33][C:34]3[CH:35]=[C:36]4[C:40](=[CH:41][CH:42]=3)[N:39]([C:43]([O:45][C:46]([CH3:49])([CH3:48])[CH3:47])=[O:44])[N:38]=[CH:37]4)=[N:9][C:10]([C:17]3[CH:22]=[CH:21][CH:20]=[C:19]([NH:23][C:24](=[O:32])[CH2:25][N:26]4[CH2:31][CH2:30][O:29][CH2:28][CH2:27]4)[CH:18]=3)=[N:11]2)=[CH:6][C:5]=1[O:4][CH2:3][CH2:2][N:50]1[CH2:54][CH2:53][CH2:52][CH2:51]1. The yield is 0.290.